This data is from Full USPTO retrosynthesis dataset with 1.9M reactions from patents (1976-2016). The task is: Predict the reactants needed to synthesize the given product. (1) Given the product [OH:54][C@H:7]([C@H:8]([NH:12][C:13](=[O:53])[C@H:14]([NH:16][C:17](=[O:52])[C@H:18]([NH:22][C:23](=[O:51])[CH2:24][C@H:25]([OH:50])/[CH:26]=[CH:27]/[CH2:28][CH2:29][S:30][C:31]([C:38]1[CH:43]=[CH:42][CH:41]=[CH:40][CH:39]=1)([C:32]1[CH:37]=[CH:36][CH:35]=[CH:34][CH:33]=1)[C:44]1[CH:49]=[CH:48][CH:47]=[CH:46][CH:45]=1)[CH:19]([CH3:20])[CH3:21])[CH3:15])[CH:9]([CH3:11])[CH3:10])[CH2:6][C:5]([OH:55])=[O:4], predict the reactants needed to synthesize it. The reactants are: C([O:4][C:5](=[O:55])[CH2:6][C@H:7]([OH:54])[C@H:8]([NH:12][C:13](=[O:53])[C@H:14]([NH:16][C:17](=[O:52])[C@H:18]([NH:22][C:23](=[O:51])[CH2:24][C@H:25]([OH:50])/[CH:26]=[CH:27]/[CH2:28][CH2:29][S:30][C:31]([C:44]1[CH:49]=[CH:48][CH:47]=[CH:46][CH:45]=1)([C:38]1[CH:43]=[CH:42][CH:41]=[CH:40][CH:39]=1)[C:32]1[CH:37]=[CH:36][CH:35]=[CH:34][CH:33]=1)[CH:19]([CH3:21])[CH3:20])[CH3:15])[CH:9]([CH3:11])[CH3:10])C=C.N1CCOCC1. (2) Given the product [Br:1][C:2]1[CH:3]=[CH:4][C:5]([O:25][C:20]2[CH:21]=[CH:22][C:23]([Cl:24])=[C:18]([Cl:17])[CH:19]=2)=[C:6]([CH:9]=1)[CH:7]=[O:8], predict the reactants needed to synthesize it. The reactants are: [Br:1][C:2]1[CH:3]=[CH:4][C:5](F)=[C:6]([CH:9]=1)[CH:7]=[O:8].C([O-])([O-])=O.[K+].[K+].[Cl:17][C:18]1[CH:19]=[C:20]([OH:25])[CH:21]=[CH:22][C:23]=1[Cl:24].O. (3) Given the product [CH3:17][O:16][C:9]1[CH:8]=[C:7]2[C:12](=[CH:11][C:10]=1[O:14][CH3:15])[N:13]=[CH:18][CH2:4][C:5]2=[O:6], predict the reactants needed to synthesize it. The reactants are: C[O-].[Na+].[CH3:4][C:5]([C:7]1[C:12]([NH2:13])=[CH:11][C:10]([O:14][CH3:15])=[C:9]([O:16][CH3:17])[CH:8]=1)=[O:6].[CH:18](OCC)=O.Cl. (4) Given the product [ClH:35].[CH3:1][C:2]1[N:7]=[C:6]([C:8]([N:10]2[C@H:16]([CH2:17][NH:18][C:19]3[N:24]=[CH:23][C:22]([C:25]([F:26])([F:28])[F:27])=[CH:21][N:20]=3)[CH2:15][C@@H:14]3[C@@H:12]([CH2:13]3)[CH2:11]2)=[O:9])[C:5]([C:29]2[O:30][C:31]([CH3:34])=[CH:32][N:33]=2)=[CH:4][CH:3]=1, predict the reactants needed to synthesize it. The reactants are: [CH3:1][C:2]1[N:7]=[C:6]([C:8]([N:10]2[C@H:16]([CH2:17][NH:18][C:19]3[N:24]=[CH:23][C:22]([C:25]([F:28])([F:27])[F:26])=[CH:21][N:20]=3)[CH2:15][C@@H:14]3[C@@H:12]([CH2:13]3)[CH2:11]2)=[O:9])[C:5]([C:29]2[O:30][C:31]([CH3:34])=[CH:32][N:33]=2)=[CH:4][CH:3]=1.[ClH:35]. (5) Given the product [I:11][C:9]1[CH:8]=[CH:7][N:6]=[C:5]([C:2]([N:15]2[CH2:16][CH2:17][CH2:18][N:12]([C:19]([O:21][C:22]([CH3:25])([CH3:24])[CH3:23])=[O:20])[CH2:13][CH2:14]2)=[O:4])[CH:10]=1, predict the reactants needed to synthesize it. The reactants are: [I-].[C:2]([C:5]1[CH:10]=[C:9]([I:11])[CH:8]=[CH:7][NH+:6]=1)([OH:4])=O.[N:12]1([C:19]([O:21][C:22]([CH3:25])([CH3:24])[CH3:23])=[O:20])[CH2:18][CH2:17][CH2:16][NH:15][CH2:14][CH2:13]1.CN(C(ON1N=NC2C=CC=CC1=2)=[N+](C)C)C.F[P-](F)(F)(F)(F)F.CCN(C(C)C)C(C)C. (6) Given the product [CH3:1][O:2][C:3]1[CH:8]=[CH:7][C:6]([CH:9]([NH:18][C:19]2[N:27]=[C:26]([Cl:28])[N:25]=[C:24]3[C:20]=2[N:21]=[CH:22][N:23]3[C@@H:29]2[CH2:33][C@H:32]([N:34]3[CH:38]=[C:37]([CH2:39][OH:40])[CH:36]=[N:35]3)[C@@H:31]([OH:58])[C@H:30]2[OH:59])[C:10]2[CH:15]=[CH:14][C:13]([O:16][CH3:17])=[CH:12][CH:11]=2)=[CH:5][CH:4]=1, predict the reactants needed to synthesize it. The reactants are: [CH3:1][O:2][C:3]1[CH:8]=[CH:7][C:6]([CH:9]([NH:18][C:19]2[N:27]=[C:26]([Cl:28])[N:25]=[C:24]3[C:20]=2[N:21]=[CH:22][N:23]3[C@@H:29]2[CH2:33][C@H:32]([N:34]3[CH:38]=[C:37]([C:39](C4C=CC=CC=4)(C4C=CC=CC=4)[O:40][SiH2]C(C)(C)C)[CH:36]=[N:35]3)[C@@H:31]([OH:58])[C@H:30]2[OH:59])[C:10]2[CH:15]=[CH:14][C:13]([O:16][CH3:17])=[CH:12][CH:11]=2)=[CH:5][CH:4]=1.[F-].C([N+](CCCC)(CCCC)CCCC)CCC. (7) Given the product [OH:8][NH:9][C:10]1[CH:15]=[CH:14][N:13]([C@H:16]2[C@:20]3([CH3:25])[O:21][C:22](=[O:24])[O:23][C@@H:19]3[C@@H:18]([CH2:26][O:27][P:28]([O:39][C:40]3[CH:45]=[CH:44][CH:43]=[CH:42][C:41]=3[CH2:46][CH2:47][C:48]([O:50][CH:51]([CH3:53])[CH3:52])=[O:49])([NH:30][C@@H:31]([CH3:38])[C:32]([O:34][CH:35]([CH3:37])[CH3:36])=[O:33])=[O:29])[O:17]2)[C:12](=[O:54])[N:11]=1, predict the reactants needed to synthesize it. The reactants are: C([O:8][NH:9][C:10]1[CH:15]=[CH:14][N:13]([C@H:16]2[C@:20]3([CH3:25])[O:21][C:22](=[O:24])[O:23][C@@H:19]3[C@@H:18]([CH2:26][O:27][P:28]([O:39][C:40]3[CH:45]=[CH:44][CH:43]=[CH:42][C:41]=3[CH2:46][CH2:47][C:48]([O:50][CH:51]([CH3:53])[CH3:52])=[O:49])([NH:30][C@@H:31]([CH3:38])[C:32]([O:34][CH:35]([CH3:37])[CH3:36])=[O:33])=[O:29])[O:17]2)[C:12](=[O:54])[N:11]=1)C1C=CC=CC=1.C1CC=CCC=1. (8) The reactants are: C1(P(C2C=CC=CC=2)C2C=CC=CC=2)C=CC=CC=1.[CH3:20][Si:21]([C:24]#[CH:25])([CH3:23])[CH3:22].C(N(CC)CC)C.Br[C:34]1[CH:39]=[C:38]([S:40]([C:43]2[CH:48]=[CH:47][C:46]([S:49]([CH3:52])(=[O:51])=[O:50])=[CH:45][CH:44]=2)(=[O:42])=[O:41])[CH:37]=[CH:36][C:35]=1[NH:53][C:54](=[O:62])[C@:55]([OH:61])([CH3:60])[C:56]([F:59])([F:58])[F:57]. Given the product [CH3:20][Si:21]([CH3:23])([CH3:22])[C:24]#[C:25][C:34]1[CH:39]=[C:38]([S:40]([C:43]2[CH:44]=[CH:45][C:46]([S:49]([CH3:52])(=[O:51])=[O:50])=[CH:47][CH:48]=2)(=[O:42])=[O:41])[CH:37]=[CH:36][C:35]=1[NH:53][C:54](=[O:62])[C@:55]([OH:61])([CH3:60])[C:56]([F:58])([F:59])[F:57], predict the reactants needed to synthesize it.